This data is from Full USPTO retrosynthesis dataset with 1.9M reactions from patents (1976-2016). The task is: Predict the reactants needed to synthesize the given product. Given the product [Cl:18][CH2:2][C:3]1[N:4]=[CH:5][C:6]2[NH:7][C:8]3[C:13]([C:14]=2[CH:15]=1)=[CH:12][CH:11]=[CH:10][CH:9]=3, predict the reactants needed to synthesize it. The reactants are: O[CH2:2][C:3]1[N:4]=[CH:5][C:6]2[NH:7][C:8]3[C:13]([C:14]=2[CH:15]=1)=[CH:12][CH:11]=[CH:10][CH:9]=3.S(Cl)([Cl:18])=O.